Dataset: Reaction yield outcomes from USPTO patents with 853,638 reactions. Task: Predict the reaction yield, written as a fraction of the theoretical maximum amount of product (1.0 means a 100% yield; for example, 0.34 means a 34% yield). (1) The reactants are [N+:1]([C:4]1[CH:5]=[C:6]2[C:10](=[CH:11][CH:12]=1)[NH:9][CH2:8][CH2:7]2)([O-:3])=[O:2].[OH-].[K+].[CH3:15]I.O. The catalyst is CC(C)=O. The product is [CH3:15][N:9]1[C:10]2[C:6](=[CH:5][C:4]([N+:1]([O-:3])=[O:2])=[CH:12][CH:11]=2)[CH2:7][CH2:8]1. The yield is 0.920. (2) The reactants are C[O:2][C:3](=[O:15])[C:4]1[CH:9]=[CH:8][C:7]([CH3:10])=[C:6]([C:11]([F:14])([F:13])[F:12])[CH:5]=1.C1C(=O)N([Br:23])C(=O)C1.C(OOC(=O)C1C=CC=CC=1)(=O)C1C=CC=CC=1.O. The catalyst is C(Cl)(Cl)(Cl)Cl. The product is [Br:23][CH2:10][C:7]1[CH:8]=[CH:9][C:4]([C:3]([OH:2])=[O:15])=[CH:5][C:6]=1[C:11]([F:14])([F:13])[F:12]. The yield is 1.40. (3) The reactants are [F:1][C:2]1[CH:3]=[C:4]2[C:8](=[CH:9][CH:10]=1)[N:7]([CH2:11][CH2:12][O:13][CH3:14])[CH:6]=[C:5]2[C:15]([OH:17])=O.[NH2:18][CH2:19][C:20]([C:23]1[CH:28]=[CH:27][C:26]([NH:29][C:30](=[O:41])[C:31]2[CH:36]=[CH:35][C:34]([O:37][CH3:38])=[C:33]([O:39][CH3:40])[CH:32]=2)=[CH:25][CH:24]=1)([CH3:22])[CH3:21].C1C=CC2N(O)N=NC=2C=1.C(Cl)CCl. The catalyst is O1CCOCC1. The product is [CH3:40][O:39][C:33]1[CH:32]=[C:31]([CH:36]=[CH:35][C:34]=1[O:37][CH3:38])[C:30]([NH:29][C:26]1[CH:25]=[CH:24][C:23]([C:20]([CH3:22])([CH3:21])[CH2:19][NH:18][C:15]([C:5]2[C:4]3[C:8](=[CH:9][CH:10]=[C:2]([F:1])[CH:3]=3)[N:7]([CH2:11][CH2:12][O:13][CH3:14])[CH:6]=2)=[O:17])=[CH:28][CH:27]=1)=[O:41]. The yield is 0.360. (4) The reactants are Cl[C:2]1[C:11]2[C:6](=[CH:7][C:8]([I:12])=[CH:9][CH:10]=2)[N:5]=[C:4]([CH3:13])[CH:3]=1.[NH:14]1[CH2:18][CH2:17][CH2:16][CH2:15]1.N1C=CC=CC=1.[I-].[K+]. The catalyst is C(O)C. The product is [I:12][C:8]1[CH:7]=[C:6]2[C:11]([C:2]([N:14]3[CH2:18][CH2:17][CH2:16][CH2:15]3)=[CH:3][C:4]([CH3:13])=[N:5]2)=[CH:10][CH:9]=1. The yield is 0.870. (5) The reactants are Cl.C(S[C:7]1[CH:8]=[C:9]([CH:13]([C:22]([O:24][C:25]([CH3:28])([CH3:27])[CH3:26])=[O:23])[CH2:14][NH:15][CH2:16][C:17]([N:19]([CH3:21])[CH3:20])=[O:18])[CH:10]=[CH:11][CH:12]=1)CCC.Cl.[CH2:30](SC1C=C(CCNCC(N(C)C)=O)C=CC=1)[CH2:31][CH2:32][CH3:33].O[O:51][S:52]([O-:54])=O.[K+].C([O-])(O)=O.[Na+]. The catalyst is C(#N)C.O. The product is [CH2:30]([S:52]([C:7]1[CH:8]=[C:9]([CH:13]([C:22]([O:24][C:25]([CH3:27])([CH3:26])[CH3:28])=[O:23])[CH2:14][NH:15][CH2:16][C:17]([N:19]([CH3:20])[CH3:21])=[O:18])[CH:10]=[CH:11][CH:12]=1)(=[O:54])=[O:51])[CH2:31][CH2:32][CH3:33]. The yield is 0.750.